This data is from NCI-60 drug combinations with 297,098 pairs across 59 cell lines. The task is: Regression. Given two drug SMILES strings and cell line genomic features, predict the synergy score measuring deviation from expected non-interaction effect. Drug 1: CNC(=O)C1=NC=CC(=C1)OC2=CC=C(C=C2)NC(=O)NC3=CC(=C(C=C3)Cl)C(F)(F)F. Drug 2: C#CCC(CC1=CN=C2C(=N1)C(=NC(=N2)N)N)C3=CC=C(C=C3)C(=O)NC(CCC(=O)O)C(=O)O. Cell line: BT-549. Synergy scores: CSS=-2.39, Synergy_ZIP=4.49, Synergy_Bliss=5.00, Synergy_Loewe=-3.52, Synergy_HSA=-0.703.